Dataset: Full USPTO retrosynthesis dataset with 1.9M reactions from patents (1976-2016). Task: Predict the reactants needed to synthesize the given product. (1) Given the product [CH3:14][C:15]1([CH3:27])[C:19]([CH3:20])([CH3:21])[O:18][B:17]([C:22]2[CH:26]=[N:25][N:24]([CH2:7][C:8]([F:11])([F:10])[F:9])[CH:23]=2)[O:16]1, predict the reactants needed to synthesize it. The reactants are: FC(F)(F)S(O[CH2:7][C:8]([F:11])([F:10])[F:9])(=O)=O.[CH3:14][C:15]1([CH3:27])[C:19]([CH3:21])([CH3:20])[O:18][B:17]([C:22]2[CH:23]=[N:24][NH:25][CH:26]=2)[O:16]1.C(=O)([O-])[O-].[Cs+].[Cs+]. (2) Given the product [C:24]([O:23][C:21]([N:19]1[CH2:20][C@@H:16]([NH:15][C:13]([C:6]2[C:7]3[C:12](=[CH:11][CH:10]=[CH:9][CH:8]=3)[N:4]([CH:1]([CH3:3])[CH3:2])[N:5]=2)=[O:14])[CH2:17][C@H:18]1[CH2:28][C:29]([OH:31])=[O:30])=[O:22])([CH3:25])([CH3:27])[CH3:26], predict the reactants needed to synthesize it. The reactants are: [CH:1]([N:4]1[C:12]2[C:7](=[CH:8][CH:9]=[CH:10][CH:11]=2)[C:6]([C:13]([NH:15][C@@H:16]2[CH2:20][N:19]([C:21]([O:23][C:24]([CH3:27])([CH3:26])[CH3:25])=[O:22])[C@H:18]([CH2:28][C:29]([O:31]C)=[O:30])[CH2:17]2)=[O:14])=[N:5]1)([CH3:3])[CH3:2].[OH-].[Na+].Cl. (3) Given the product [C:1]([O:5][C:6]([C:8]1[C:9]([O:26][S:36]([C:39]([F:42])([F:41])[F:40])(=[O:38])=[O:37])=[N:10][C:11]2[C:16]([C:17]=1[C:18]1[CH:23]=[CH:22][CH:21]=[C:20]([Cl:24])[CH:19]=1)=[CH:15][C:14]([Cl:25])=[CH:13][CH:12]=2)=[O:7])([CH3:4])([CH3:2])[CH3:3], predict the reactants needed to synthesize it. The reactants are: [C:1]([O:5][C:6]([C:8]1[C:9]([OH:26])=[N:10][C:11]2[C:16]([C:17]=1[C:18]1[CH:23]=[CH:22][CH:21]=[C:20]([Cl:24])[CH:19]=1)=[CH:15][C:14]([Cl:25])=[CH:13][CH:12]=2)=[O:7])([CH3:4])([CH3:3])[CH3:2].[H-].[Na+].C1C=CC(N([S:36]([C:39]([F:42])([F:41])[F:40])(=[O:38])=[O:37])[S:36]([C:39]([F:42])([F:41])[F:40])(=[O:38])=[O:37])=CC=1. (4) Given the product [Cl:1][C:2]1[CH:7]=[CH:6][CH:5]=[CH:4][C:3]=1[N:8]=[C:9]=[O:10], predict the reactants needed to synthesize it. The reactants are: [Cl:1][C:2]1[CH:7]=[CH:6][CH:5]=[CH:4][C:3]=1[NH:8][C:9](NC1C=C2C(=CC=1)N(CCC)NC2=O)=[O:10].C(N1C2C(=CC([N+]([O-])=O)=CC=2)C(=O)N1)C=C. (5) The reactants are: [Br-].[N:2]1[CH:7]=[CH:6][CH:5]=[CH:4][C:3]=1[Zn+].[CH3:9][O:10][N:11]=[C:12]1[C:20]2[C:15](=[C:16](Br)[CH:17]=[CH:18][CH:19]=2)[CH2:14][CH2:13]1. Given the product [CH3:9][O:10][N:11]=[C:12]1[C:20]2[C:15](=[C:16]([C:3]3[CH:4]=[CH:5][CH:6]=[CH:7][N:2]=3)[CH:17]=[CH:18][CH:19]=2)[CH2:14][CH2:13]1, predict the reactants needed to synthesize it. (6) Given the product [Br:1][C:2]1[CH:6]=[C:5](/[CH:7]=[N:15]/[S:13]([C:10]([CH3:12])([CH3:11])[CH3:9])=[O:14])[O:4][N:3]=1, predict the reactants needed to synthesize it. The reactants are: [Br:1][C:2]1[CH:6]=[C:5]([CH:7]=O)[O:4][N:3]=1.[CH3:9][C:10]([S@:13]([NH2:15])=[O:14])([CH3:12])[CH3:11]. (7) Given the product [O:24]1[CH2:29][CH2:28][O:27][CH2:26][CH2:25]1.[NH2:1][C@@H:2]1[CH2:7][CH2:6][CH2:5][N:4]([C:8]2[C:13]([Br:14])=[CH:12][N:11]=[C:10]3[NH:15][CH:16]=[C:17]([NH:18][C:19]([CH:21]4[CH2:22][CH2:23]4)=[O:20])[C:9]=23)[CH2:3]1, predict the reactants needed to synthesize it. The reactants are: [NH2:1][C@@H:2]1[CH2:7][CH2:6][CH2:5][N:4]([C:8]2[C:13]([Br:14])=[CH:12][N:11]=[C:10]3[NH:15][CH:16]=[C:17]([NH:18][C:19]([CH:21]4[CH2:23][CH2:22]4)=[O:20])[C:9]=23)[CH2:3]1.[O:24]1[CH2:29][CH2:28][O:27][CH2:26][CH2:25]1.